Dataset: Forward reaction prediction with 1.9M reactions from USPTO patents (1976-2016). Task: Predict the product of the given reaction. (1) Given the reactants [H-].[Na+].[F:3][C:4]1[CH:16]=[CH:15][C:7]2[C:8](=[O:14])[NH:9][C:10]([CH3:13])([CH3:12])[O:11][C:6]=2[CH:5]=1.Cl[CH2:18][O:19][CH3:20], predict the reaction product. The product is: [F:3][C:4]1[CH:16]=[CH:15][C:7]2[C:8](=[O:14])[N:9]([CH2:18][O:19][CH3:20])[C:10]([CH3:12])([CH3:13])[O:11][C:6]=2[CH:5]=1. (2) The product is: [CH3:31][N:32]([O:33][CH3:34])[C:20](=[O:21])[CH2:19][CH:18]([C:23]1[CH:28]=[CH:27][CH:26]=[CH:25][CH:24]=1)[CH:17]([CH3:29])[CH3:16]. Given the reactants CN(C)C=O.C(P(=O)(OCC)OCC)#N.[CH3:16][CH:17]([CH3:29])[CH:18]([C:23]1[CH:28]=[CH:27][CH:26]=[CH:25][CH:24]=1)[CH2:19][C:20](O)=[O:21].Cl.[CH3:31][NH:32][O:33][CH3:34], predict the reaction product. (3) Given the reactants C(=O)([O-])[O-:2].[K+].[K+].CI.[CH2:9]([O:12][C@@H:13]([CH2:21][O:22][CH2:23][C:24]1[CH:29]=[CH:28][CH:27]=[CH:26][CH:25]=1)[CH2:14][CH:15]1SCCCS1)[CH:10]=[CH2:11].COC(C)(C)C, predict the reaction product. The product is: [CH2:9]([O:12][C@@H:13]([CH2:21][O:22][CH2:23][C:24]1[CH:29]=[CH:28][CH:27]=[CH:26][CH:25]=1)[CH2:14][CH:15]=[O:2])[CH:10]=[CH2:11]. (4) Given the reactants [NH2:1][C:2]1[S:3][C:4]([O:13][CH3:14])=[C:5]([CH3:12])[C:6]=1[C:7]([O:9]CC)=O.ClC(Cl)(O[C:19](=[O:25])OC(Cl)(Cl)Cl)Cl.C(N(CC)CC)C.[C:34]1([CH2:40][NH2:41])[CH:39]=[CH:38][CH:37]=[CH:36][CH:35]=1, predict the reaction product. The product is: [CH2:40]([N:41]1[C:7](=[O:9])[C:6]2[C:5]([CH3:12])=[C:4]([O:13][CH3:14])[S:3][C:2]=2[NH:1][C:19]1=[O:25])[C:34]1[CH:39]=[CH:38][CH:37]=[CH:36][CH:35]=1. (5) Given the reactants [CH:1]([C:4]1[CH:5]=[C:6]([CH:9]=[C:10]([CH:14]([CH3:16])[CH3:15])[C:11]=1[O:12][CH3:13])[CH:7]=O)([CH3:3])[CH3:2].[CH2:17]([C:21]1[CH:22]=[C:23]2[C:27](=[CH:28][CH:29]=1)[NH:26][C:25](=[O:30])[CH2:24]2)[CH2:18][CH2:19][CH3:20], predict the reaction product. The product is: [CH2:17]([C:21]1[CH:22]=[C:23]2[C:27](=[CH:28][CH:29]=1)[NH:26][C:25](=[O:30])[C:24]2=[CH:7][C:6]1[CH:5]=[C:4]([CH:1]([CH3:3])[CH3:2])[C:11]([O:12][CH3:13])=[C:10]([CH:14]([CH3:16])[CH3:15])[CH:9]=1)[CH2:18][CH2:19][CH3:20]. (6) Given the reactants C([N:8]1[CH2:15][CH:14]2[CH2:16][CH:10]([CH2:11][N:12]([CH2:17][CH2:18][CH2:19][C:20]3([CH2:25][CH2:26][CH3:27])[O:24][CH2:23][CH2:22][O:21]3)[CH2:13]2)[CH2:9]1)C1C=CC=CC=1, predict the reaction product. The product is: [CH2:25]([C:20]1([CH2:19][CH2:18][CH2:17][N:12]2[CH2:11][CH:10]3[CH2:16][CH:14]([CH2:15][NH:8][CH2:9]3)[CH2:13]2)[O:21][CH2:22][CH2:23][O:24]1)[CH2:26][CH3:27].